This data is from Full USPTO retrosynthesis dataset with 1.9M reactions from patents (1976-2016). The task is: Predict the reactants needed to synthesize the given product. (1) Given the product [CH3:1][N:2]1[C:10]([C:11]2[CH:16]=[CH:15][C:14]([O:17][C:18]([F:19])([F:20])[F:21])=[CH:13][CH:12]=2)=[C:9]2[C:4]([C:5]3[CH:25]=[CH:24][C:23]([CH2:26][OH:27])=[CH:22][C:6]=3[CH:7]=[CH:8]2)=[N:3]1, predict the reactants needed to synthesize it. The reactants are: [CH3:1][N:2]1[C:10]([C:11]2[CH:16]=[CH:15][C:14]([O:17][C:18]([F:21])([F:20])[F:19])=[CH:13][CH:12]=2)=[C:9]2[C:4]([C:5]3[CH:25]=[CH:24][C:23]([C:26](OC)=[O:27])=[CH:22][C:6]=3[CH:7]=[CH:8]2)=[N:3]1.CC(C[AlH]CC(C)C)C. (2) Given the product [CH:1]1([CH2:6][CH:7]([C:11]2[CH:16]=[CH:15][C:14]([O:17][C:18]([F:21])([F:20])[F:19])=[CH:13][CH:12]=2)[C:8]([NH:28][C:29]2[S:30][CH:31]=[CH:32][N:33]=2)=[O:10])[CH2:2][CH2:3][CH2:4][CH2:5]1, predict the reactants needed to synthesize it. The reactants are: [CH:1]1([CH2:6][CH:7]([C:11]2[CH:16]=[CH:15][C:14]([O:17][C:18]([F:21])([F:20])[F:19])=[CH:13][CH:12]=2)[C:8]([OH:10])=O)[CH2:5][CH2:4][CH2:3][CH2:2]1.C(Cl)(=O)C(Cl)=O.[NH2:28][C:29]1[S:30][CH:31]=[CH:32][N:33]=1.C(N(CC)C(C)C)(C)C. (3) Given the product [Cl:8][C:9]1[CH:18]=[CH:17][CH:16]=[CH:15][C:10]=1[CH2:11][NH:12][C:13](=[O:14])[N:1]([CH2:5][CH2:6][OH:7])[CH2:2][CH2:3][OH:4], predict the reactants needed to synthesize it. The reactants are: [NH:1]([CH2:5][CH2:6][OH:7])[CH2:2][CH2:3][OH:4].[Cl:8][C:9]1[CH:18]=[CH:17][CH:16]=[CH:15][C:10]=1[CH2:11][N:12]=[C:13]=[O:14].